From a dataset of Full USPTO retrosynthesis dataset with 1.9M reactions from patents (1976-2016). Predict the reactants needed to synthesize the given product. (1) Given the product [Cl:10][C:11]1[CH:16]=[CH:15][CH:14]=[C:13]([Cl:17])[C:12]=1[C:2]1[CH:3]=[CH:4][C:5]([F:9])=[C:6]([CH3:8])[CH:7]=1, predict the reactants needed to synthesize it. The reactants are: Br[C:2]1[CH:3]=[CH:4][C:5]([F:9])=[C:6]([CH3:8])[CH:7]=1.[Cl:10][C:11]1[CH:16]=[CH:15][CH:14]=[C:13]([Cl:17])[C:12]=1B(O)O.C(O)C.C(=O)([O-])[O-].[Na+].[Na+]. (2) Given the product [CH3:27][C:26]1[CH:28]=[CH:29][C:23]([S:20]([O:19][CH2:18][CH:17]([C@H:16]2[CH2:31][CH:32]=[CH:33][CH2:35][C@H:34]([CH3:38])[C@@H:9]([O:8][Si:1]([C:4]([CH3:7])([CH3:6])[CH3:5])([CH3:2])[CH3:3])[CH2:10][CH2:11][CH2:12][C:13](=[O:14])[O:15]2)[CH3:30])(=[O:22])=[O:21])=[CH:24][CH:25]=1, predict the reactants needed to synthesize it. The reactants are: [Si:1]([O:8][C@H:9]([C@@H:34]([CH3:38])[CH2:35]C=C)[CH2:10][CH2:11][CH2:12][C:13]([O:15][C@H:16]([CH2:31][CH:32]=[CH2:33])[C@@H:17]([CH3:30])[CH2:18][O:19][S:20]([C:23]1[CH:29]=[CH:28][C:26]([CH3:27])=[CH:25][CH:24]=1)(=[O:22])=[O:21])=[O:14])([C:4]([CH3:7])([CH3:6])[CH3:5])([CH3:3])[CH3:2]. (3) Given the product [CH3:13][N:12]1[C:8]([CH2:7][OH:6])=[C:9]([CH3:24])[C:10]([C:14]2[CH:19]=[CH:18][C:17]([C:20]([F:21])([F:23])[F:22])=[CH:16][CH:15]=2)=[N:11]1, predict the reactants needed to synthesize it. The reactants are: C([SiH2][O:6][C:7](C)(C)[C:8]1[N:12]([CH3:13])[N:11]=[C:10]([C:14]2[CH:19]=[CH:18][C:17]([C:20]([F:23])([F:22])[F:21])=[CH:16][CH:15]=2)[C:9]=1[CH3:24])(C)(C)C.[F-].C([N+](CCCC)(CCCC)CCCC)CCC.